Dataset: Catalyst prediction with 721,799 reactions and 888 catalyst types from USPTO. Task: Predict which catalyst facilitates the given reaction. (1) Reactant: [N:1]1([C:6]2[CH:18]=[CH:17][C:9]([C:10]([O:12]C(C)(C)C)=[O:11])=[C:8]([C:19]([F:22])([F:21])[F:20])[CH:7]=2)[CH:5]=[CH:4][CH:3]=[N:2]1.FC(F)(F)C(O)=O. Product: [N:1]1([C:6]2[CH:18]=[CH:17][C:9]([C:10]([OH:12])=[O:11])=[C:8]([C:19]([F:20])([F:21])[F:22])[CH:7]=2)[CH:5]=[CH:4][CH:3]=[N:2]1. The catalyst class is: 4. (2) Reactant: [CH3:1][C:2]1[C:7]([C:8]2[C:9]3[CH:16]=[C:15]([CH2:17][O:18][C:19]4[CH:24]=[CH:23][C:22]([C@@H:25]([C:32]#[C:33][CH3:34])[CH2:26][C:27]([O:29]CC)=[O:28])=[CH:21][CH:20]=4)[CH:14]=[CH:13][C:10]=3[S:11][CH:12]=2)=[CH:6][CH:5]=[CH:4][N:3]=1.[Li+].[OH-].Cl. Product: [CH3:1][C:2]1[C:7]([C:8]2[C:9]3[CH:16]=[C:15]([CH2:17][O:18][C:19]4[CH:20]=[CH:21][C:22]([C@@H:25]([C:32]#[C:33][CH3:34])[CH2:26][C:27]([OH:29])=[O:28])=[CH:23][CH:24]=4)[CH:14]=[CH:13][C:10]=3[S:11][CH:12]=2)=[CH:6][CH:5]=[CH:4][N:3]=1. The catalyst class is: 14.